This data is from Full USPTO retrosynthesis dataset with 1.9M reactions from patents (1976-2016). The task is: Predict the reactants needed to synthesize the given product. (1) Given the product [F:38][C:34]1[CH:33]=[C:32]([NH:31][C:18]2[C:19]3[C:24](=[CH:23][CH:22]=[CH:21][C:20]=3[C:25]3[CH:26]=[CH:27][CH:28]=[CH:29][CH:30]=3)[C:15]([C:13]3[CH:14]=[C:9]([S:6]([NH2:5])(=[O:7])=[O:8])[CH:10]=[N:11][CH:12]=3)=[N:16][N:17]=2)[CH:37]=[CH:36][CH:35]=1, predict the reactants needed to synthesize it. The reactants are: C([NH:5][S:6]([C:9]1[CH:10]=[N:11][CH:12]=[C:13]([C:15]2[C:24]3[C:19](=[C:20]([C:25]4[CH:30]=[CH:29][CH:28]=[CH:27][CH:26]=4)[CH:21]=[CH:22][CH:23]=3)[C:18]([NH:31][C:32]3[CH:37]=[CH:36][CH:35]=[C:34]([F:38])[CH:33]=3)=[N:17][N:16]=2)[CH:14]=1)(=[O:8])=[O:7])(C)(C)C.C(O)(C(F)(F)F)=O. (2) Given the product [CH3:1][O:2][C:3]([C:5]1[CH:6]=[C:7]([C:12]2[CH:17]=[CH:16][C:15]([CH3:18])=[CH:14][CH:13]=2)[CH:8]=[C:9]([I:27])[CH:10]=1)=[O:4], predict the reactants needed to synthesize it. The reactants are: [CH3:1][O:2][C:3]([C:5]1[CH:6]=[C:7]([C:12]2[CH:17]=[CH:16][C:15]([CH3:18])=[CH:14][CH:13]=2)[CH:8]=[C:9](N)[CH:10]=1)=[O:4].N(OCCC(C)C)=O.[I:27]CI. (3) Given the product [NH:11]1[C:15]2[CH:16]=[CH:17][CH:18]=[CH:19][C:14]=2[N:13]=[C:12]1[C@H:8]([NH:9][C:10]([NH:25][C@H:26]1[CH2:31][CH2:30][C@H:29]([OH:32])[CH2:28][CH2:27]1)=[O:20])[CH2:7][C:6]1[CH:21]=[CH:22][C:3]([C:2]([F:1])([F:23])[F:24])=[CH:4][CH:5]=1, predict the reactants needed to synthesize it. The reactants are: [F:1][C:2]([F:24])([F:23])[C:3]1[CH:22]=[CH:21][C:6]([CH2:7][C@@H:8]2[C:12]3=[N:13][C:14]4[CH:19]=[CH:18][CH:17]=[CH:16][C:15]=4[N:11]3[C:10](=[O:20])[NH:9]2)=[CH:5][CH:4]=1.[NH2:25][C@H:26]1[CH2:31][CH2:30][C@H:29]([OH:32])[CH2:28][CH2:27]1.C(O)(C(F)(F)F)=O. (4) Given the product [Cl:13][C:14]1[CH:19]=[CH:18][C:17]([C:11]#[C:10][CH2:9][CH2:8][CH2:7][CH2:6][CH2:5][CH2:4][CH2:3][CH2:2][CH2:1][OH:12])=[CH:16][CH:15]=1, predict the reactants needed to synthesize it. The reactants are: [CH2:1]([OH:12])[CH2:2][CH2:3][CH2:4][CH2:5][CH2:6][CH2:7][CH2:8][CH2:9][C:10]#[CH:11].[Cl:13][C:14]1[CH:19]=[CH:18][C:17](I)=[CH:16][CH:15]=1. (5) Given the product [NH2:7][C:8]1[CH:13]=[CH:12][CH:11]=[CH:10][C:9]=1[NH:14][C:15](=[O:49])/[CH:16]=[CH:17]/[C:18]1[CH:23]=[CH:22][C:21]([CH:24]([NH:38][CH2:39][CH2:40][N:41]2[CH2:46][CH2:45][O:44][CH2:43][CH2:42]2)[C:25](=[O:37])[NH:26][C:27]2[CH:32]=[CH:31][C:30]([C:33]([F:34])([F:35])[F:36])=[CH:29][CH:28]=2)=[CH:20][CH:19]=1, predict the reactants needed to synthesize it. The reactants are: C(OC(=O)[NH:7][C:8]1[CH:13]=[CH:12][CH:11]=[CH:10][C:9]=1[NH:14][C:15](=[O:49])/[CH:16]=[CH:17]/[C:18]1[CH:23]=[CH:22][C:21]([CH:24]([N:38](C=O)[CH2:39][CH2:40][N:41]2[CH2:46][CH2:45][O:44][CH2:43][CH2:42]2)[C:25](=[O:37])[NH:26][C:27]2[CH:32]=[CH:31][C:30]([C:33]([F:36])([F:35])[F:34])=[CH:29][CH:28]=2)=[CH:20][CH:19]=1)(C)(C)C.Cl. (6) Given the product [Br:12][C:5]1[CH:6]=[CH:7][C:2]([I:1])=[C:3]([S:8]([CH3:11])(=[O:9])=[O:10])[CH:4]=1, predict the reactants needed to synthesize it. The reactants are: [I:1][C:2]1[CH:7]=[CH:6][CH:5]=[CH:4][C:3]=1[S:8]([CH3:11])(=[O:10])=[O:9].[Br:12]N1C(=O)CCC1=O.